This data is from Reaction yield outcomes from USPTO patents with 853,638 reactions. The task is: Predict the reaction yield, written as a fraction of the theoretical maximum amount of product (1.0 means a 100% yield; for example, 0.34 means a 34% yield). (1) The reactants are C1C2C(COC([NH:18][C:19]([CH3:69])([C:21]([NH:23][C@H:24]([C:28]([N:30]([C@@H:32]([C@@H:65]([CH3:68])[CH2:66][CH3:67])[C@H:33]([O:63][CH3:64])[CH2:34][C:35]([N:37]3[CH2:41][CH2:40][CH2:39][C@H:38]3[C@H:42]([O:61][CH3:62])[C@@H:43]([CH3:60])[C:44](=[O:59])[NH:45][C@H:46]([C:54]3[S:55][CH:56]=[CH:57][N:58]=3)[CH2:47][C:48]3[CH:53]=[CH:52][CH:51]=[CH:50][CH:49]=3)=[O:36])[CH3:31])=[O:29])[CH:25]([CH3:27])[CH3:26])=[O:22])[CH3:20])=O)C3C(=CC=CC=3)C=2C=CC=1. The catalyst is ClCCl. The product is [CH3:20][C:19]([C:21]([NH:23][C@H:24]([C:28]([N:30]([C@@H:32]([C@@H:65]([CH3:68])[CH2:66][CH3:67])[C@H:33]([O:63][CH3:64])[CH2:34][C:35]([N:37]1[CH2:41][CH2:40][CH2:39][C@H:38]1[C@H:42]([O:61][CH3:62])[C@@H:43]([CH3:60])[C:44](=[O:59])[NH:45][C@H:46]([C:54]1[S:55][CH:56]=[CH:57][N:58]=1)[CH2:47][C:48]1[CH:53]=[CH:52][CH:51]=[CH:50][CH:49]=1)=[O:36])[CH3:31])=[O:29])[CH:25]([CH3:27])[CH3:26])=[O:22])([CH3:69])[NH2:18]. The yield is 0.750. (2) The yield is 0.870. The catalyst is CCOC(C)=O.O. The product is [CH2:1]([N:3]1[C:21]2[C:12]3=[CH:13][C:14]4[CH:15]=[CH:16][N:17]([CH3:20])[C:18]=4[CH:19]=[C:11]3[CH:10]=[CH:9][CH2:8][C:7]=2[C:6]([OH:22])=[C:5]([C:23]([OH:25])=[O:24])[C:4]1=[O:27])[CH3:2]. The reactants are [CH2:1]([N:3]1[C:21]2[C:12]3=[CH:13][C:14]4[CH:15]=[CH:16][N:17]([CH3:20])[C:18]=4[CH:19]=[C:11]3[CH:10]=[CH:9][CH2:8][C:7]=2[C:6]([OH:22])=[C:5]([C:23]([O:25]C)=[O:24])[C:4]1=[O:27])[CH3:2].[Li+].[I-].Cl. (3) The reactants are C([Li])CCC.[S:6]1[CH:10]=[CH:9][N:8]=[CH:7]1.[C:11]([O:15][C:16]([N:18]1[CH2:23][CH2:22][CH:21]([C:24](=[O:26])[CH3:25])[CH2:20][CH2:19]1)=[O:17])([CH3:14])([CH3:13])[CH3:12]. The catalyst is C1COCC1. The product is [OH:26][C:24]([CH:21]1[CH2:20][CH2:19][N:18]([C:16]([O:15][C:11]([CH3:12])([CH3:14])[CH3:13])=[O:17])[CH2:23][CH2:22]1)([C:7]1[S:6][CH:10]=[CH:9][N:8]=1)[CH3:25]. The yield is 0.900. (4) The catalyst is O. The product is [N:9]([CH2:2][C:3]([CH3:8])([CH3:7])[C:4]([OH:6])=[O:5])=[N+:10]=[N-:11]. The reactants are Cl[CH2:2][C:3]([CH3:8])([CH3:7])[C:4]([OH:6])=[O:5].[N-:9]=[N+:10]=[N-:11].[Na+].Cl. The yield is 0.950. (5) The reactants are [NH:1]1[CH2:6][CH2:5][CH:4]([CH2:7][CH2:8][OH:9])[CH2:3][CH2:2]1.Cl[CH2:11][C:12]#[N:13].C(N(CC)CC)C. The catalyst is CCOCC. The product is [OH:9][CH2:8][CH2:7][CH:4]1[CH2:5][CH2:6][N:1]([CH2:11][C:12]#[N:13])[CH2:2][CH2:3]1. The yield is 1.00. (6) The reactants are Br[C:2]1[CH:7]=[CH:6][C:5]([NH:8][C:9]#[N:10])=[C:4]([F:11])[CH:3]=1.[CH3:12][N:13]1[C:17]([C:18]#[N:19])=[CH:16][CH:15]=[C:14]1B(O)O.C(=O)([O-])[O-].[K+].[K+].C(P(C(C)(C)C)C(C)(C)C)(C)(C)C.[Br-]. The catalyst is [Pd].[Pd].C(=CC(C=CC1C=CC=CC=1)=O)C1C=CC=CC=1.C(=CC(C=CC1C=CC=CC=1)=O)C1C=CC=CC=1.C(=CC(C=CC1C=CC=CC=1)=O)C1C=CC=CC=1.C1COCC1. The product is [F:11][C:4]1[CH:3]=[C:2]([C:14]2[N:13]([CH3:12])[C:17]([C:18]#[N:19])=[CH:16][CH:15]=2)[CH:7]=[CH:6][C:5]=1[NH:8][C:9]#[N:10]. The yield is 0.120. (7) The reactants are [CH3:1][O:2][C:3]([CH:5]1[CH2:9][CH:8]([CH2:10][OH:11])[CH2:7][N:6]1[C:12]([O:14][C:15]([CH3:18])([CH3:17])[CH3:16])=[O:13])=[O:4].[C:19](C1C=C(C)C=C(C(C)(C)C)N=1)(C)(C)C.IC. The catalyst is C(Cl)Cl.C(S([O-])(=O)=O)(F)(F)F.[Ag+]. The product is [CH3:1][O:2][C:3]([CH:5]1[CH2:9][CH:8]([CH2:10][O:11][CH3:19])[CH2:7][N:6]1[C:12]([O:14][C:15]([CH3:18])([CH3:17])[CH3:16])=[O:13])=[O:4]. The yield is 0.530. (8) The reactants are [NH2:1][C:2]1[N:10]=[C:9]2[C:5]([NH:6][CH:7]=[N:8]2)=[C:4]([NH2:11])[N:3]=1.[F:12][C:13](I)([F:15])[F:14].OO. The catalyst is S([O-])([O-])(=O)=O.[Fe+2].CS(C)=O. The product is [NH2:1][C:2]1[N:10]=[C:9]2[C:5]([NH:6][C:7]([C:13]([F:15])([F:14])[F:12])=[N:8]2)=[C:4]([NH2:11])[N:3]=1. The yield is 0.450.